Dataset: Reaction yield outcomes from USPTO patents with 853,638 reactions. Task: Predict the reaction yield, written as a fraction of the theoretical maximum amount of product (1.0 means a 100% yield; for example, 0.34 means a 34% yield). The reactants are BrBr.Br[CH2:4][C:5]([O:7][CH2:8][CH3:9])=[O:6].[Br:10][C:11]1[CH:24]=[C:23]2[C:14]([O:15][C:16]3[C:17]([F:28])=[CH:18][C:19]([O:26][CH3:27])=[CH:20][C:21]=3[C:22]2=[O:25])=[CH:13][CH:12]=1.C1COCC1. The catalyst is C(OCC)C.[Zn]. The product is [Br:10][C:11]1[CH:24]=[C:23]2[C:14]([O:15][C:16]3[C:17]([F:28])=[CH:18][C:19]([O:26][CH3:27])=[CH:20][C:21]=3[C:22]2([CH2:4][C:5]([O:7][CH2:8][CH3:9])=[O:6])[OH:25])=[CH:13][CH:12]=1. The yield is 1.00.